This data is from Forward reaction prediction with 1.9M reactions from USPTO patents (1976-2016). The task is: Predict the product of the given reaction. (1) Given the reactants [NH:1]1[CH2:6][CH2:5][O:4][CH2:3][CH2:2]1.Cl.N1(CC2C=CC(/C=C/C#[C:24][C:25]3[CH:33]=[CH:32][C:28]([C:29](O)=[O:30])=[CH:27][CH:26]=3)=CC=2)CCOCC1.[BH3-]C#N.[Na+].COC(=O)[C@@H](NC(C1C=CC=CC=1)(C1C=CC=CC=1)C1C=CC=CC=1)[C@H](N)C, predict the reaction product. The product is: [N:1]1([CH2:24][C:25]2[CH:33]=[CH:32][C:28]([CH:29]=[O:30])=[CH:27][CH:26]=2)[CH2:6][CH2:5][O:4][CH2:3][CH2:2]1. (2) The product is: [CH3:2][Si:3]([CH3:10])([O:7][CH2:8][CH3:9])[O:4][CH2:5][CH3:6].[CH2:11]([Si:19]([O:26][CH2:27][CH3:28])([O:20][CH2:21][CH3:22])[O:23][CH2:24][CH3:25])[CH2:12][CH2:13][CH2:14][CH2:15][CH2:16][CH2:17][CH3:18]. Given the reactants Cl.[CH3:2][Si:3]([CH3:10])([O:7][CH2:8][CH3:9])[O:4][CH2:5][CH3:6].[CH2:11]([Si:19]([O:26][CH2:27][CH3:28])([O:23][CH2:24][CH3:25])[O:20][CH2:21][CH3:22])[CH2:12][CH2:13][CH2:14][CH2:15][CH2:16][CH2:17][CH3:18].C1CC2C(C=C(N3CC3)C(=O)C=2CC1)=O.[OH-].[Na+].C[Si](C)(C)Cl, predict the reaction product.